Dataset: Reaction yield outcomes from USPTO patents with 853,638 reactions. Task: Predict the reaction yield, written as a fraction of the theoretical maximum amount of product (1.0 means a 100% yield; for example, 0.34 means a 34% yield). (1) The reactants are [CH2:1]=[CH:2][CH2:3][C@H:4]([NH2:8])[C:5]([OH:7])=[O:6].[CH3:9][C:10]([O:13][C:14](O[C:14]([O:13][C:10]([CH3:12])([CH3:11])[CH3:9])=[O:15])=[O:15])([CH3:12])[CH3:11].C(N(CC)CC)C. The catalyst is O.CC(C)=O. The product is [CH3:9][C:10]([O:13][C:14]([NH:8][C@H:4]([C:5]([OH:7])=[O:6])[CH2:3][CH:2]=[CH2:1])=[O:15])([CH3:12])[CH3:11]. The yield is 0.565. (2) The reactants are C(N(S(F)(F)[F:7])CC)C.[C:10]([O:14][C:15]([N:17]1[CH2:21][CH2:20][CH2:19][C@H:18]1[CH2:22][NH:23][C:24]1[C:25]([O:36][C:37]2[CH:42]=[CH:41][C:40]([CH2:43]O)=[CH:39][CH:38]=2)=[N:26][C:27]([C:30]2[CH:31]=[N:32][CH:33]=[CH:34][CH:35]=2)=[N:28][CH:29]=1)=[O:16])([CH3:13])([CH3:12])[CH3:11]. The catalyst is C(Cl)Cl. The product is [C:10]([O:14][C:15]([N:17]1[CH2:21][CH2:20][CH2:19][C@H:18]1[CH2:22][NH:23][C:24]1[C:25]([O:36][C:37]2[CH:42]=[CH:41][C:40]([CH2:43][F:7])=[CH:39][CH:38]=2)=[N:26][C:27]([C:30]2[CH:31]=[N:32][CH:33]=[CH:34][CH:35]=2)=[N:28][CH:29]=1)=[O:16])([CH3:13])([CH3:12])[CH3:11]. The yield is 0.500. (3) The catalyst is ClCCl. The reactants are [I:1][C:2]1[NH:6][C:5]([C@@H:7]2[CH2:11][CH2:10][C@H:9]([CH3:12])[N:8]2[C:13]([O:15]C(C)(C)C)=O)=[N:4][CH:3]=1.Cl.[CH3:21][O:22][C:23]([NH:25][C@@H:26]([CH:30]([CH3:32])[CH3:31])C(O)=O)=O.[CH3:33]N(C(ON1N=NC2C=CC=NC1=2)=[N+](C)C)C.F[P-](F)(F)(F)(F)F.C(N(C(C)C)CC)(C)C. The product is [I:1][C:2]1[NH:6][C:5]([C@@H:7]2[CH2:11][CH2:10][C@H:9]([CH3:12])[N:8]2[C:13](=[O:15])[C@@H:26]([NH:25][C:23]([O:22][CH3:21])=[CH2:33])[CH:30]([CH3:32])[CH3:31])=[N:4][CH:3]=1. The yield is 0.940. (4) The reactants are [CH3:1][NH:2][CH2:3][C:4]1[C:8]2[CH:9]=[CH:10][CH:11]=[CH:12][C:7]=2[O:6][C:5]=1[CH3:13].[O:14]=[C:15]1[CH2:20][O:19][C:18]2[CH:21]=[C:22]([CH:25]=[CH:26][C:27](O)=[O:28])[CH:23]=[N:24][C:17]=2[NH:16]1.ON1C2C=CC=CC=2N=N1.C(N(C(C)C)CC)(C)C.CN(C)CCCN=C=NCC. The catalyst is CN(C=O)C.O. The product is [CH3:1][N:2]([CH2:3][C:4]1[C:8]2[CH:9]=[CH:10][CH:11]=[CH:12][C:7]=2[O:6][C:5]=1[CH3:13])[C:27](=[O:28])/[CH:26]=[CH:25]/[C:22]1[CH:23]=[N:24][C:17]2[NH:16][C:15](=[O:14])[CH2:20][O:19][C:18]=2[CH:21]=1. The yield is 0.420. (5) The reactants are [Si]([O:8][CH2:9][C@H:10]1[CH2:21][CH2:20][C:19]2[S:18][C:17]3[N:16]=[CH:15][N:14]=[C:13]([O:22][CH:23]4[CH2:28][CH2:27][C:26]([NH:30][C:31](=[O:37])[O:32][C:33]([CH3:36])([CH3:35])[CH3:34])([CH3:29])[CH2:25][CH2:24]4)[C:12]=3[C:11]1=2)(C(C)(C)C)(C)C.CCCC[N+](CCCC)(CCCC)CCCC.[F-]. The catalyst is O1CCCC1. The yield is 0.950. The product is [OH:8][CH2:9][C@H:10]1[CH2:21][CH2:20][C:19]2[S:18][C:17]3[N:16]=[CH:15][N:14]=[C:13]([O:22][CH:23]4[CH2:24][CH2:25][C:26]([NH:30][C:31](=[O:37])[O:32][C:33]([CH3:36])([CH3:35])[CH3:34])([CH3:29])[CH2:27][CH2:28]4)[C:12]=3[C:11]1=2. (6) The reactants are C[Si]([C:5]#[C:6][C:7]1[CH:12]=[CH:11][C:10]([N:13]2[C:17]([C:18]3[CH:23]=[CH:22][N:21]=[CH:20][CH:19]=3)=[CH:16][N:15]=[CH:14]2)=[CH:9][CH:8]=1)(C)C.CCCC[N+](CCCC)(CCCC)CCCC.[F-].C1COCC1. The catalyst is C1COCC1.CC(=O)OCC. The product is [C:6]([C:7]1[CH:8]=[CH:9][C:10]([N:13]2[C:17]([C:18]3[CH:23]=[CH:22][N:21]=[CH:20][CH:19]=3)=[CH:16][N:15]=[CH:14]2)=[CH:11][CH:12]=1)#[CH:5]. The yield is 0.900.